From a dataset of Forward reaction prediction with 1.9M reactions from USPTO patents (1976-2016). Predict the product of the given reaction. (1) Given the reactants Br[C:2]1[N:6]2[CH:7]=[CH:8][C:9]([C:11]([F:14])([F:13])[F:12])=[N:10][C:5]2=[N:4][CH:3]=1.[F:15][C:16]1[CH:21]=[CH:20][C:19](B2OC(C)(C)C(C)(C)O2)=[CH:18][C:17]=1[C:31]1[CH:36]=[CH:35][CH:34]=[CH:33][C:32]=1[S:37]([CH3:40])(=[O:39])=[O:38].C(=O)([O-])[O-].[Na+].[Na+], predict the reaction product. The product is: [F:15][C:16]1[CH:21]=[CH:20][C:19]([C:2]2[N:6]3[CH:7]=[CH:8][C:9]([C:11]([F:14])([F:13])[F:12])=[N:10][C:5]3=[N:4][CH:3]=2)=[CH:18][C:17]=1[C:31]1[CH:36]=[CH:35][CH:34]=[CH:33][C:32]=1[S:37]([CH3:40])(=[O:39])=[O:38]. (2) Given the reactants [NH2:1][C@@:2]([C:7]1[CH:12]=[CH:11][C:10]([Cl:13])=[C:9]([N+:14]([O-:16])=[O:15])[CH:8]=1)([CH3:6])[C:3]([OH:5])=[O:4].C(N(CC)CC)C.C(OC(O)=O)(=O)O.[C:31]([O:35][C:36](O[C:36]([O:35][C:31]([CH3:34])([CH3:33])[CH3:32])=[O:37])=[O:37])([CH3:34])([CH3:33])[CH3:32], predict the reaction product. The product is: [C:31]([O:35][C:36]([NH:1][C@@:2]([C:7]1[CH:12]=[CH:11][C:10]([Cl:13])=[C:9]([N+:14]([O-:16])=[O:15])[CH:8]=1)([CH3:6])[C:3]([OH:5])=[O:4])=[O:37])([CH3:34])([CH3:33])[CH3:32]. (3) Given the reactants [CH2:1]([CH:4]([CH2:7][CH2:8][CH2:9][CH2:10][CH3:11])[CH2:5][OH:6])[CH2:2][CH3:3].[O:12]1[C:16]([C:17]([OH:19])=[O:18])=[CH:15][CH:14]=[C:13]1[C:20]([OH:22])=O.O.S(=O)(=O)(O)O, predict the reaction product. The product is: [O:12]1[C:13]([C:20]([O:6][CH2:5][CH:4]([CH2:1][CH2:2][CH3:3])[CH2:7][CH2:8][CH2:9][CH2:10][CH3:11])=[O:22])=[CH:14][CH:15]=[C:16]1[C:17]([O:19][CH2:5][CH:4]([CH2:1][CH2:2][CH3:3])[CH2:7][CH2:8][CH2:9][CH2:10][CH3:11])=[O:18]. (4) Given the reactants Br[C:2]1[CH:7]=[CH:6][C:5]([C:8]2[O:12][N:11]=[C:10]([CH3:13])[C:9]=2[NH:14][C:15]2[O:16][C:17]([C:20]3[CH:25]=[CH:24][CH:23]=[CH:22][CH:21]=3)=[N:18][N:19]=2)=[CH:4][CH:3]=1.CC1(C)C(C)(C)OB([C:34]2[CH:39]=[CH:38][C:37]([C:40]3([C:43]([NH:45][S:46]([CH3:49])(=[O:48])=[O:47])=[O:44])[CH2:42][CH2:41]3)=[CH:36][CH:35]=2)O1, predict the reaction product. The product is: [CH3:13][C:10]1[C:9]([NH:14][C:15]2[O:16][C:17]([C:20]3[CH:25]=[CH:24][CH:23]=[CH:22][CH:21]=3)=[N:18][N:19]=2)=[C:8]([C:5]2[CH:6]=[CH:7][C:2]([C:34]3[CH:35]=[CH:36][C:37]([C:40]4([C:43]([NH:45][S:46]([CH3:49])(=[O:48])=[O:47])=[O:44])[CH2:42][CH2:41]4)=[CH:38][CH:39]=3)=[CH:3][CH:4]=2)[O:12][N:11]=1. (5) The product is: [C:1]([N:8]1[CH2:13][CH2:12][CH:11]([O:14][C:16]2[CH:21]=[CH:20][N:19]=[C:18]([C:22]#[N:23])[CH:17]=2)[CH2:10][CH2:9]1)([O:3][C:4]([CH3:7])([CH3:6])[CH3:5])=[O:2]. Given the reactants [C:1]([N:8]1[CH2:13][CH2:12][CH:11]([OH:14])[CH2:10][CH2:9]1)([O:3][C:4]([CH3:7])([CH3:6])[CH3:5])=[O:2].Cl[C:16]1[CH:21]=[CH:20][N:19]=[C:18]([C:22]#[N:23])[CH:17]=1.C(N1CCC(OC2C=CC=CN=2)CC1)(OC(C)(C)C)=O, predict the reaction product. (6) Given the reactants Br[C:2]1[C:3](=[O:15])[N:4]([CH3:14])[C:5](=[O:13])[C:6]=1[N:7]1[CH2:12][CH2:11][O:10][CH2:9][CH2:8]1.C([O-])([O-])=O.[Cs+].[Cs+].O.CC1(C)C(C)(C)OB([C:31]2[CH:48]=[CH:47][C:34]([O:35][CH2:36][C:37]3[CH:46]=[CH:45][C:44]4[C:39](=[CH:40][CH:41]=[CH:42][CH:43]=4)[N:38]=3)=[CH:33][CH:32]=2)O1, predict the reaction product. The product is: [CH3:14][N:4]1[C:3](=[O:15])[C:2]([C:31]2[CH:32]=[CH:33][C:34]([O:35][CH2:36][C:37]3[CH:46]=[CH:45][C:44]4[C:39](=[CH:40][CH:41]=[CH:42][CH:43]=4)[N:38]=3)=[CH:47][CH:48]=2)=[C:6]([N:7]2[CH2:12][CH2:11][O:10][CH2:9][CH2:8]2)[C:5]1=[O:13]. (7) Given the reactants C(N(CC)CC)C.[Cl:8][C:9]1[C:18]([N+:19]([O-:21])=[O:20])=[C:17]([NH:22][CH2:23][CH2:24][CH2:25][CH2:26][OH:27])[C:16]2[C:11](=[CH:12][CH:13]=[CH:14][CH:15]=2)[N:10]=1.[Si:28](Cl)([C:31]([CH3:34])([CH3:33])[CH3:32])([CH3:30])[CH3:29], predict the reaction product. The product is: [Si:28]([O:27][CH2:26][CH2:25][CH2:24][CH2:23][NH:22][C:17]1[C:16]2[C:11](=[CH:12][CH:13]=[CH:14][CH:15]=2)[N:10]=[C:9]([Cl:8])[C:18]=1[N+:19]([O-:21])=[O:20])([C:31]([CH3:34])([CH3:33])[CH3:32])([CH3:30])[CH3:29]. (8) Given the reactants [Cl:1][C:2]1[CH:3]=[C:4]([N:10]2[C:14]([CH3:15])=[C:13]([CH2:16][C:17]3[CH:25]=[CH:24][C:20]([C:21]([OH:23])=O)=[CH:19][CH:18]=3)[C:12]([CH3:26])=[N:11]2)[CH:5]=[CH:6][C:7]=1[C:8]#[N:9].[OH:27][C@H:28]1[CH2:32][CH2:31][NH:30][CH2:29]1, predict the reaction product. The product is: [Cl:1][C:2]1[CH:3]=[C:4]([N:10]2[C:14]([CH3:15])=[C:13]([CH2:16][C:17]3[CH:18]=[CH:19][C:20]([C:21]([N:30]4[CH2:31][CH2:32][C@H:28]([OH:27])[CH2:29]4)=[O:23])=[CH:24][CH:25]=3)[C:12]([CH3:26])=[N:11]2)[CH:5]=[CH:6][C:7]=1[C:8]#[N:9]. (9) Given the reactants [F:1][C:2]1[CH:34]=[CH:33][C:5]([CH2:6][N:7]2[C:15]3[C:10](=[CH:11][CH:12]=[CH:13][CH:14]=3)[C:9]3[C:16]([C:26]4[CH:31]=[CH:30][C:29]([CH3:32])=[CH:28][CH:27]=4)=[C:17]([C:22]([O:24]C)=[O:23])[N:18]([CH3:21])[C:19](=[O:20])[C:8]2=3)=[CH:4][CH:3]=1.[Li+].[OH-].Cl, predict the reaction product. The product is: [F:1][C:2]1[CH:3]=[CH:4][C:5]([CH2:6][N:7]2[C:15]3[C:10](=[CH:11][CH:12]=[CH:13][CH:14]=3)[C:9]3[C:16]([C:26]4[CH:27]=[CH:28][C:29]([CH3:32])=[CH:30][CH:31]=4)=[C:17]([C:22]([OH:24])=[O:23])[N:18]([CH3:21])[C:19](=[O:20])[C:8]2=3)=[CH:33][CH:34]=1. (10) Given the reactants [OH-].[Na+].[CH3:3][C:4]1[CH:9]=[C:8]([O:10][C@H:11]2[CH2:15][CH2:14][O:13][CH2:12]2)[CH:7]=[C:6]([CH3:16])[C:5]=1[C:17]1[CH:25]=[CH:24][C:23]([F:26])=[C:22]2[C:18]=1[CH2:19][CH2:20][C@H:21]2[O:27][C:28]1[CH:41]=[CH:40][C:31]2[C@H:32]([CH2:35][C:36]([O:38]C)=[O:37])[CH2:33][O:34][C:30]=2[CH:29]=1.Cl, predict the reaction product. The product is: [CH3:16][C:6]1[CH:7]=[C:8]([O:10][C@H:11]2[CH2:15][CH2:14][O:13][CH2:12]2)[CH:9]=[C:4]([CH3:3])[C:5]=1[C:17]1[CH:25]=[CH:24][C:23]([F:26])=[C:22]2[C:18]=1[CH2:19][CH2:20][C@H:21]2[O:27][C:28]1[CH:41]=[CH:40][C:31]2[C@H:32]([CH2:35][C:36]([OH:38])=[O:37])[CH2:33][O:34][C:30]=2[CH:29]=1.